From a dataset of Forward reaction prediction with 1.9M reactions from USPTO patents (1976-2016). Predict the product of the given reaction. (1) Given the reactants C(O[C:4]([C:6]1[C:7]([OH:23])=[C:8]2[C:15]([C:16]3[CH:21]=[CH:20][C:19]([F:22])=[CH:18][CH:17]=3)=[N:14][S:13][C:9]2=[C:10]([CH3:12])[N:11]=1)=[O:5])C.[NH2:24][CH2:25][C:26]([OH:28])=[O:27], predict the reaction product. The product is: [F:22][C:19]1[CH:20]=[CH:21][C:16]([C:15]2[C:8]3[C:9](=[C:10]([CH3:12])[N:11]=[C:6]([C:4]([NH:24][CH2:25][C:26]([OH:28])=[O:27])=[O:5])[C:7]=3[OH:23])[S:13][N:14]=2)=[CH:17][CH:18]=1. (2) Given the reactants I[C:2]1[N:3]=[CH:4][N:5]([C:7]2[N:12]=[C:11]([C:13]([F:16])([F:15])[F:14])[CH:10]=[C:9]([C:17]3[CH:18]=[N:19][C:20]([C:23]([F:26])([F:25])[F:24])=[CH:21][CH:22]=3)[N:8]=2)[CH:6]=1.[NH2:27][C:28]1[CH:33]=[CH:32][C:31](B2OC(C)(C)C(C)(C)O2)=[CH:30][N:29]=1, predict the reaction product. The product is: [F:14][C:13]([F:16])([F:15])[C:11]1[CH:10]=[C:9]([C:17]2[CH:18]=[N:19][C:20]([C:23]([F:26])([F:25])[F:24])=[CH:21][CH:22]=2)[N:8]=[C:7]([N:5]2[CH:6]=[C:2]([C:31]3[CH:32]=[CH:33][C:28]([NH2:27])=[N:29][CH:30]=3)[N:3]=[CH:4]2)[N:12]=1.